Dataset: Reaction yield outcomes from USPTO patents with 853,638 reactions. Task: Predict the reaction yield, written as a fraction of the theoretical maximum amount of product (1.0 means a 100% yield; for example, 0.34 means a 34% yield). (1) The reactants are C([O:3][C:4](=O)[CH2:5][C:6]([CH:8]1[CH2:12][CH2:11][CH2:10][CH2:9]1)=O)C.Cl.[NH2:15][C:16]([NH2:18])=[NH:17].CC(C)([O-])C.[K+]. The catalyst is CO. The product is [NH2:17][C:16]1[NH:18][C:4](=[O:3])[CH:5]=[C:6]([CH:8]2[CH2:12][CH2:11][CH2:10][CH2:9]2)[N:15]=1. The yield is 0.870. (2) The reactants are CI.[CH2:3](Br)C1C=CC=CC=1.[CH2:11]([N:14]1[CH2:23][CH2:22][C@@:21]23[C:24]4[C:30]5[CH2:31][C@@H:15]1[C@:16]12[CH2:43][CH2:42][C@:19]2([O:33][CH2:34][O:35][C@@:36]([C:38]([CH3:41])([CH3:40])[CH3:39])([CH3:37])[C@H:18]2[CH2:17]1)[C@@H:20]3[O:26][C:25]=4[C:27]([OH:32])=[CH:28][CH:29]=5)[CH:12]=[CH2:13].C([C@]1(C)[C@@H]2[C@@]3(CC[C@]4(C2)[C@@]25C6C(=CC=C(O)C=6O[C@@H]32)C[C@H]4N(CC2CC2)CC5)OCO1)(C)(C)C. No catalyst specified. The product is [CH2:11]([N:14]1[CH2:23][CH2:22][C@@:21]23[C:24]4[C:30]5[CH2:31][C@@H:15]1[C@:16]12[CH2:43][CH2:42][C@:19]2([O:33][CH2:34][O:35][C@@:36]([C:38]([CH3:41])([CH3:40])[CH3:39])([CH3:37])[C@H:18]2[CH2:17]1)[C@@H:20]3[O:26][C:25]=4[C:27]([O:32][CH3:3])=[CH:28][CH:29]=5)[CH:12]=[CH2:13]. The yield is 0.580. (3) The product is [Cl:57][C:58]1[CH:69]=[CH:68][CH:67]=[CH:66][C:59]=1[O:60][CH:9]1[CH2:6][CH2:4][N:3]([C:46](=[O:48])[CH2:45][NH:44][C:42]([C:40]2[N:39]=[N:38][N:37]([C:33]3[CH:32]=[N:31][CH:36]=[CH:35][CH:34]=3)[CH:41]=2)=[O:43])[CH2:7]1. The catalyst is CN(C=O)C. The reactants are CC[N:3]([CH:7]([CH3:9])C)[CH:4]([CH3:6])C.C1C=CC2N(O)N=NC=2C=1.CCN=C=NCCCN(C)C.[N:31]1[CH:36]=[CH:35][CH:34]=[C:33]([N:37]2[CH:41]=[C:40]([C:42]([NH:44][CH2:45][C:46]([OH:48])=O)=[O:43])[N:39]=[N:38]2)[CH:32]=1.NC1C=NC=CC=1.Cl.[Cl:57][C:58]1[CH:69]=[CH:68][CH:67]=[CH:66][C:59]=1[O:60]C1CCNC1.FC(F)(F)C1C=C(C=CC=1)OC1CCNC1. The yield is 0.434. (4) The reactants are N1C=CC=CC=1.[OH:7][C:8]1[CH:17]=[CH:16][CH:15]=[C:14]2[C:9]=1[CH:10]=[CH:11][CH:12]=[N:13]2.[F:18][C:19]([F:32])([F:31])[S:20](O[S:20]([C:19]([F:32])([F:31])[F:18])(=[O:22])=[O:21])(=[O:22])=[O:21].Cl. The catalyst is C(Cl)Cl.C(OCC)(=O)C.C1CCCCC1. The product is [F:18][C:19]([F:32])([F:31])[S:20]([O:7][C:8]1[CH:17]=[CH:16][CH:15]=[C:14]2[C:9]=1[CH:10]=[CH:11][CH:12]=[N:13]2)(=[O:22])=[O:21]. The yield is 0.850.